The task is: Predict the product of the given reaction.. This data is from Forward reaction prediction with 1.9M reactions from USPTO patents (1976-2016). (1) Given the reactants Cl[C:2]1[C:7]([CH:8]=O)=[CH:6][CH:5]=[C:4]([Cl:10])[N:3]=1.[NH2:11][NH2:12], predict the reaction product. The product is: [Cl:10][C:4]1[N:3]=[C:2]2[NH:11][N:12]=[CH:8][C:7]2=[CH:6][CH:5]=1. (2) Given the reactants [OH:1][C:2]1[CH:3]=[N:4][CH:5]=[CH:6][CH:7]=1.CO[Na].Br[CH2:12][C:13]([C:15]12[CH2:24][CH:19]3[CH2:20][CH:21]([CH2:23][CH:17]([CH2:18]3)[CH2:16]1)[CH2:22]2)=[O:14], predict the reaction product. The product is: [C:15]12([C:13](=[O:14])[CH2:12][O:1][C:2]3[CH:3]=[N:4][CH:5]=[CH:6][CH:7]=3)[CH2:22][CH:21]3[CH2:20][CH:19]([CH2:18][CH:17]([CH2:23]3)[CH2:16]1)[CH2:24]2. (3) Given the reactants O=P(Cl)(Cl)Cl.[CH:6]1([C:9]2[O:13][C:12]([C:14]([NH2:16])=O)=[CH:11][CH:10]=2)[CH2:8][CH2:7]1.Cl, predict the reaction product. The product is: [CH:6]1([C:9]2[O:13][C:12]([C:14]#[N:16])=[CH:11][CH:10]=2)[CH2:8][CH2:7]1. (4) The product is: [F:36][C:2]([F:1])([F:35])[C:3]1[CH:34]=[CH:33][C:6]2=[N:7][N:8]([C:10]3[CH:11]=[C:12]([CH:19]=[C:20]([C:23]([C:26]4[CH:31]=[CH:30][CH:29]=[CH:28][C:27]=4[F:32])([CH3:25])[CH3:24])[C:21]=3[OH:22])[CH2:13][CH2:14][C:15]([OH:17])=[O:16])[N:9]=[C:5]2[CH:4]=1. Given the reactants [F:1][C:2]([F:36])([F:35])[C:3]1[CH:34]=[CH:33][C:6]2=[N:7][N:8]([C:10]3[CH:11]=[C:12]([CH:19]=[C:20]([C:23]([C:26]4[CH:31]=[CH:30][CH:29]=[CH:28][C:27]=4[F:32])([CH3:25])[CH3:24])[C:21]=3[OH:22])[CH2:13][CH2:14][C:15]([O:17]C)=[O:16])[N:9]=[C:5]2[CH:4]=1.Cl, predict the reaction product. (5) Given the reactants [C:1]([N:5]1[CH2:10][CH2:9][C@@H:8]([N:11]([CH3:21])[C:12](=[O:20])[C:13]2[CH:18]=[CH:17][C:16]([Cl:19])=[CH:15][CH:14]=2)[C@H:7]([C:22]2[CH:27]=[CH:26][C:25]([Cl:28])=[C:24]([Cl:29])[CH:23]=2)[CH2:6]1)(=[O:4])[CH:2]=[CH2:3].C(=O)([O-])[O-].[K+].[K+].[NH:36]1[CH2:40][CH2:39][CH2:38][C:37]1=[O:41].O, predict the reaction product. The product is: [Cl:19][C:16]1[CH:15]=[CH:14][C:13]([C:12]([N:11]([C@@H:8]2[CH2:9][CH2:10][N:5]([C:1](=[O:4])[CH2:2][CH2:3][N:36]3[CH2:40][CH2:39][CH2:38][C:37]3=[O:41])[CH2:6][C@H:7]2[C:22]2[CH:27]=[CH:26][C:25]([Cl:28])=[C:24]([Cl:29])[CH:23]=2)[CH3:21])=[O:20])=[CH:18][CH:17]=1.